From a dataset of Forward reaction prediction with 1.9M reactions from USPTO patents (1976-2016). Predict the product of the given reaction. (1) Given the reactants Br[C:2]1[CH:28]=[CH:27][C:5]([C:6]([NH:8][C:9]2[CH:14]=[CH:13][C:12]([O:15][CH3:16])=[C:11]([NH:17][C:18](=[O:26])[CH2:19][N:20]3[CH2:25][CH2:24][O:23][CH2:22][CH2:21]3)[CH:10]=2)=[O:7])=[CH:4][CH:3]=1.[CH3:29][O:30][C:31]([C:33]1[CH:38]=[CH:37][C:36](B(O)O)=[CH:35][CH:34]=1)=[O:32].C(=O)([O-])[O-].[Na+].[Na+], predict the reaction product. The product is: [CH3:16][O:15][C:12]1[CH:13]=[CH:14][C:9]([NH:8][C:6]([C:5]2[CH:27]=[CH:28][C:2]([C:36]3[CH:37]=[CH:38][C:33]([C:31]([O:30][CH3:29])=[O:32])=[CH:34][CH:35]=3)=[CH:3][CH:4]=2)=[O:7])=[CH:10][C:11]=1[NH:17][C:18](=[O:26])[CH2:19][N:20]1[CH2:25][CH2:24][O:23][CH2:22][CH2:21]1. (2) Given the reactants [Cl:1][C:2]1[N:3]=[N:4][C:5](Cl)=[CH:6][CH:7]=1.[CH3:9][S-:10].[Na+], predict the reaction product. The product is: [Cl:1][C:2]1[N:3]=[N:4][C:5]([S:10][CH3:9])=[CH:6][CH:7]=1.